Dataset: TCR-epitope binding with 47,182 pairs between 192 epitopes and 23,139 TCRs. Task: Binary Classification. Given a T-cell receptor sequence (or CDR3 region) and an epitope sequence, predict whether binding occurs between them. (1) The epitope is TEILPVSMTK. The TCR CDR3 sequence is CASSQDREDATYGYTF. Result: 1 (the TCR binds to the epitope). (2) The epitope is FIAGLIAIV. Result: 0 (the TCR does not bind to the epitope). The TCR CDR3 sequence is CASSRSGLYEQYF. (3) The epitope is RQLLFVVEV. The TCR CDR3 sequence is CASSLEGQQNTEAFF. Result: 1 (the TCR binds to the epitope). (4) The epitope is MMISAGFSL. The TCR CDR3 sequence is CASSDSEGHNTGELFF. Result: 0 (the TCR does not bind to the epitope). (5) The epitope is QARQMVQAMRTIGTHP. The TCR CDR3 sequence is CASSLAGGQETQYF. Result: 0 (the TCR does not bind to the epitope). (6) The epitope is LLLGIGILV. The TCR CDR3 sequence is CASSRLAGGLRHEQFF. Result: 1 (the TCR binds to the epitope). (7) Result: 0 (the TCR does not bind to the epitope). The TCR CDR3 sequence is CASSRPTEVLASEQFF. The epitope is SSTFNVPMEKLK. (8) The epitope is KLWAQCVQL. The TCR CDR3 sequence is CASMIGESSYNEQFF. Result: 1 (the TCR binds to the epitope). (9) Result: 1 (the TCR binds to the epitope). The TCR CDR3 sequence is CASKAGEITDTQYF. The epitope is YFPLQSYGF.